This data is from Catalyst prediction with 721,799 reactions and 888 catalyst types from USPTO. The task is: Predict which catalyst facilitates the given reaction. (1) Reactant: [C:1]([O:9][CH2:10][CH3:11])(=[O:8])[CH2:2][C:3]([O:5]CC)=O.[O-]CC.[Na+].[F:16][C:17]1[CH:22]=[CH:21][CH:20]=[C:19]([F:23])[C:18]=1[N:24]1[C:28]([NH2:29])=[C:27]([N:30]=O)[CH:26]=[N:25]1. Product: [F:23][C:19]1[CH:20]=[CH:21][CH:22]=[C:17]([F:16])[C:18]=1[N:24]1[C:28]2=[N:29][C:3]([OH:5])=[C:2]([C:1]([O:9][CH2:10][CH3:11])=[O:8])[N:30]=[C:27]2[CH:26]=[N:25]1. The catalyst class is: 14. (2) Reactant: [N:1]1[CH:6]=[CH:5][CH:4]=[CH:3][C:2]=1[CH2:7][C:8]([O:10]CC)=O.Cl.[C:14](OCC)(=O)[CH:15]=C.[Li+].C[Si]([N-][Si](C)(C)C)(C)C. The catalyst class is: 867. Product: [CH2:7]1[CH:2]2[N:1]([CH2:6][CH2:5][CH2:4][CH2:3]2)[CH2:15][CH2:14][C:8]1=[O:10]. (3) Reactant: [Cl:1][C:2]1[CH:6]=[CH:5][S:4][C:3]=1[C:7](Cl)=[O:8].[F:10][C:11]([F:24])([F:23])[O:12][C:13]1[CH:22]=[CH:21][C:16]([C:17](=[N:19]O)[NH2:18])=[CH:15][CH:14]=1.N1C=CC=CC=1.O. Product: [Cl:1][C:2]1[CH:6]=[CH:5][S:4][C:3]=1[C:7]1[O:8][N:19]=[C:17]([C:16]2[CH:15]=[CH:14][C:13]([O:12][C:11]([F:10])([F:23])[F:24])=[CH:22][CH:21]=2)[N:18]=1. The catalyst class is: 12. (4) Reactant: C(OC([NH:8][CH2:9][C@H:10]1[CH2:15][CH2:14][C@H:13]([C:16]([NH:18][C@@H:19]([CH2:43][C:44]2[CH:49]=[CH:48][C:47]([C:50]3[CH:55]=[CH:54][C:53]([C:56](=[O:61])[NH:57][CH:58]([CH3:60])[CH3:59])=[CH:52][C:51]=3[CH3:62])=[CH:46][CH:45]=2)[C:20]([NH:22][C:23]2[CH:28]=[CH:27][C:26]([C:29]3[NH:30][C:31]([C:34]([F:42])([F:41])[C:35]([F:40])([F:39])[C:36]([OH:38])=[O:37])=[N:32][N:33]=3)=[CH:25][CH:24]=2)=[O:21])=[O:17])[CH2:12][CH2:11]1)=O)(C)(C)C.[ClH:63]. Product: [ClH:63].[NH2:8][CH2:9][C@H:10]1[CH2:15][CH2:14][C@H:13]([C:16]([NH:18][C@@H:19]([CH2:43][C:44]2[CH:45]=[CH:46][C:47]([C:50]3[CH:55]=[CH:54][C:53]([C:56](=[O:61])[NH:57][CH:58]([CH3:59])[CH3:60])=[CH:52][C:51]=3[CH3:62])=[CH:48][CH:49]=2)[C:20]([NH:22][C:23]2[CH:24]=[CH:25][C:26]([C:29]3[NH:30][C:31]([C:34]([F:42])([F:41])[C:35]([F:39])([F:40])[C:36]([OH:38])=[O:37])=[N:32][N:33]=3)=[CH:27][CH:28]=2)=[O:21])=[O:17])[CH2:12][CH2:11]1. The catalyst class is: 12.